Predict the reactants needed to synthesize the given product. From a dataset of Full USPTO retrosynthesis dataset with 1.9M reactions from patents (1976-2016). Given the product [CH3:1][O:2][C:3]1[C:8]2[N:9]=[C:10]([NH:12][C:13](=[O:20])[C:14]3[CH:19]=[CH:18][CH:17]=[CH:16][CH:15]=3)[S:11][C:7]=2[C:6]([N:21]2[CH2:22][CH2:23][S:24](=[O:28])[CH2:25][CH2:26]2)=[CH:5][CH:4]=1, predict the reactants needed to synthesize it. The reactants are: [CH3:1][O:2][C:3]1[C:8]2[N:9]=[C:10]([NH:12][C:13](=[O:20])[C:14]3[CH:19]=[CH:18][CH:17]=[CH:16][CH:15]=3)[S:11][C:7]=2[C:6]([N:21]2[CH2:26][CH2:25][S:24][CH2:23][CH2:22]2)=[CH:5][CH:4]=1.I([O-])(=O)(=O)=[O:28].[Na+].O.ClCCl.